Dataset: Full USPTO retrosynthesis dataset with 1.9M reactions from patents (1976-2016). Task: Predict the reactants needed to synthesize the given product. (1) The reactants are: C[O:2][C:3](=O)[C:4]1[CH:9]=[CH:8][N:7]=[CH:6][C:5]=1[OH:10].[H-].[Al+3].[Li+].[H-].[H-].[H-].C(OCC)(=O)C. Given the product [OH:2][CH2:3][C:4]1[CH:9]=[CH:8][N:7]=[CH:6][C:5]=1[OH:10], predict the reactants needed to synthesize it. (2) Given the product [CH3:25][CH:26]1[CH2:30][CH2:29][CH2:28][N:27]1[CH2:2][CH2:3][CH2:4][O:5][C:6]1[CH:11]=[CH:10][C:9]([C:12]2[S:13][C:14]3[CH2:19][CH2:18][CH:17]([C:20]([O:22][CH2:23][CH3:24])=[O:21])[C:15]=3[N:16]=2)=[CH:8][CH:7]=1, predict the reactants needed to synthesize it. The reactants are: Cl[CH2:2][CH2:3][CH2:4][O:5][C:6]1[CH:11]=[CH:10][C:9]([C:12]2[S:13][C:14]3[CH2:19][CH2:18][CH:17]([C:20]([O:22][CH2:23][CH3:24])=[O:21])[C:15]=3[N:16]=2)=[CH:8][CH:7]=1.[CH3:25][CH:26]1[CH2:30][CH2:29][CH2:28][NH:27]1.[I-].[Na+].ClCCl. (3) Given the product [CH2:13]([O:20][N:21]1[C:27](=[O:28])[N:26]2[CH2:29][C@H:22]1[CH2:23][CH2:24][C@H:25]2[C:30]([NH:36][NH:35][CH:33]=[O:34])=[O:32])[C:14]1[CH:15]=[CH:16][CH:17]=[CH:18][CH:19]=1, predict the reactants needed to synthesize it. The reactants are: C(N1C=CN=C1)(N1C=CN=C1)=O.[CH2:13]([O:20][N:21]1[C:27](=[O:28])[N:26]2[CH2:29][C@H:22]1[CH2:23][CH2:24][C@H:25]2[C:30]([OH:32])=O)[C:14]1[CH:19]=[CH:18][CH:17]=[CH:16][CH:15]=1.[CH:33]([NH:35][NH2:36])=[O:34]. (4) Given the product [CH:1]([C:9]1[N:10]=[N:11][N:12]([C:14]2[CH:15]=[C:16]([CH:19]=[CH:20][CH:21]=2)[C:17]#[N:18])[N:13]=1)=[O:24], predict the reactants needed to synthesize it. The reactants are: [CH:1](/[C:9]1[N:10]=[N:11][N:12]([C:14]2[CH:15]=[C:16]([CH:19]=[CH:20][CH:21]=2)[C:17]#[N:18])[N:13]=1)=C\C1C=CC=CC=1.CC[O:24]C(C)=O. (5) The reactants are: C([N:4]1[CH2:9][C:8](=[O:10])[NH:7][CH:6]([CH2:11][C:12]2[CH:17]=[CH:16][CH:15]=[C:14]([O:18][CH3:19])[C:13]=2[O:20][CH3:21])[C:5]1=[O:22])(=O)C.O.NN. Given the product [CH3:21][O:20][C:13]1[C:14]([O:18][CH3:19])=[CH:15][CH:16]=[CH:17][C:12]=1[CH2:11][CH:6]1[NH:7][C:8](=[O:10])[CH2:9][NH:4][C:5]1=[O:22], predict the reactants needed to synthesize it. (6) Given the product [S:20]1[C:24]2[CH:25]=[CH:26][CH:27]=[CH:28][C:23]=2[CH:22]=[C:21]1[CH2:29][N:4]1[CH2:3][CH2:2][N:1]([C:7]2[CH:8]=[CH:9][C:10]3[N:11]([C:13]([C:16]([F:17])([F:18])[F:19])=[N:14][N:15]=3)[N:12]=2)[CH2:6][CH2:5]1, predict the reactants needed to synthesize it. The reactants are: [N:1]1([C:7]2[CH:8]=[CH:9][C:10]3[N:11]([C:13]([C:16]([F:19])([F:18])[F:17])=[N:14][N:15]=3)[N:12]=2)[CH2:6][CH2:5][NH:4][CH2:3][CH2:2]1.[S:20]1[C:24]2[CH:25]=[CH:26][CH:27]=[CH:28][C:23]=2[CH:22]=[C:21]1[CH:29]=O.